From a dataset of Forward reaction prediction with 1.9M reactions from USPTO patents (1976-2016). Predict the product of the given reaction. (1) Given the reactants [Cl:1][C:2]1[C:3]([C:10]([OH:12])=O)=[N:4][CH:5]=[C:6]([C:8]#[N:9])[CH:7]=1.C(C1C=C(C)C(C(N)=O)=NC=1)#[N:14], predict the reaction product. The product is: [Cl:1][C:2]1[C:3]([C:10]([NH2:14])=[O:12])=[N:4][CH:5]=[C:6]([C:8]#[N:9])[CH:7]=1. (2) Given the reactants P(Cl)(Cl)([Cl:3])=O.[CH2:6]([O:8][C:9](=[O:35])[CH2:10][N:11]1[CH2:16][CH2:15][CH:14]([C:17]2[N:25]=[C:24]3[N:19]([C:20](=O)[NH:21][C:22]([C:26]4[CH:31]=[CH:30][C:29]([Cl:32])=[CH:28][C:27]=4[Cl:33])=[CH:23]3)[N:18]=2)[CH2:13][CH2:12]1)[CH3:7], predict the reaction product. The product is: [CH2:6]([O:8][C:9](=[O:35])[CH2:10][N:11]1[CH2:12][CH2:13][CH:14]([C:17]2[N:25]=[C:24]3[N:19]([C:20]([Cl:3])=[N:21][C:22]([C:26]4[CH:31]=[CH:30][C:29]([Cl:32])=[CH:28][C:27]=4[Cl:33])=[CH:23]3)[N:18]=2)[CH2:15][CH2:16]1)[CH3:7].